Dataset: Catalyst prediction with 721,799 reactions and 888 catalyst types from USPTO. Task: Predict which catalyst facilitates the given reaction. Reactant: [Br:1][C:2]1[CH:3]=[CH:4][C:5]2[N:9]=[C:8]([CH3:10])[N:7]([C:11]3[CH:16]=[C:15](Cl)[N:14]=[C:13]([NH:18][C:19]4[CH:24]=[CH:23][C:22]([C:25]([F:28])([F:27])[F:26])=[CH:21][CH:20]=4)[N:12]=3)[C:6]=2[CH:29]=1.CS(C)=O.[NH4+:34].[OH-]. Product: [Br:1][C:2]1[CH:3]=[CH:4][C:5]2[N:9]=[C:8]([CH3:10])[N:7]([C:11]3[N:12]=[C:13]([NH:18][C:19]4[CH:24]=[CH:23][C:22]([C:25]([F:28])([F:27])[F:26])=[CH:21][CH:20]=4)[N:14]=[C:15]([NH2:34])[CH:16]=3)[C:6]=2[CH:29]=1. The catalyst class is: 6.